This data is from Forward reaction prediction with 1.9M reactions from USPTO patents (1976-2016). The task is: Predict the product of the given reaction. (1) Given the reactants [Br:1][C:2]1[C:3]([F:12])=[CH:4][C:5]2[C:6]([CH:11]=1)=[N+:7]([O-])[O:8][N:9]=2.C(OP(OCC)OCC)C, predict the reaction product. The product is: [Br:1][C:2]1[C:3]([F:12])=[CH:4][C:5]2=[N:9][O:8][N:7]=[C:6]2[CH:11]=1. (2) Given the reactants C[Si]([N-][Si](C)(C)C)(C)C.[K+].[NH2:11][C:12]1[CH:17]=[CH:16][C:15]([OH:18])=[CH:14][C:13]=1[N+:19]([O-:21])=[O:20].Cl[C:23]1[CH:28]=[CH:27][N:26]=[C:25]([C:29]([O:31][C:32]([CH3:35])([CH3:34])[CH3:33])=[O:30])[CH:24]=1.C(=O)([O-])[O-].[K+].[K+], predict the reaction product. The product is: [NH2:11][C:12]1[CH:17]=[CH:16][C:15]([O:18][C:23]2[CH:28]=[CH:27][N:26]=[C:25]([C:29]([O:31][C:32]([CH3:35])([CH3:34])[CH3:33])=[O:30])[CH:24]=2)=[CH:14][C:13]=1[N+:19]([O-:21])=[O:20]. (3) Given the reactants C([O:4][C:5]1[CH:12]=[CH:11][C:8]([CH:9]=[CH2:10])=[CH:7][CH:6]=1)(=O)C.CC(N=NC(C#N)(C)C)(C#N)C.[OH-].[Na+].Cl, predict the reaction product. The product is: [CH:10]#[C:9][C:8]1[CH:11]=[CH:12][C:5]([OH:4])=[CH:6][CH:7]=1. (4) Given the reactants CS(Cl)(=O)=O.[Br:6][C:7]1[CH:12]=[C:11]([Cl:13])[CH:10]=[CH:9][C:8]=1[CH:14](O)[CH3:15].CCN(CC)CC.[F:24][C:25]1[CH:30]=[CH:29][C:28]([C:31]2[CH:36]=[CH:35][C:34]([NH2:37])=[CH:33][CH:32]=2)=[CH:27][CH:26]=1, predict the reaction product. The product is: [Br:6][C:7]1[CH:12]=[C:11]([Cl:13])[CH:10]=[CH:9][C:8]=1[CH:14]([NH:37][C:34]1[CH:33]=[CH:32][C:31]([C:28]2[CH:29]=[CH:30][C:25]([F:24])=[CH:26][CH:27]=2)=[CH:36][CH:35]=1)[CH3:15]. (5) The product is: [C:1]1([C:7](=[N:14][C:15]2[CH:20]=[CH:19][C:18]([C:44]3[N:45]=[CH:46][N:47]([CH3:59])[C:48]=3[C:49]3[S:58][C:52]4[N:53]=[CH:54][N:55]=[C:56]([NH2:57])[C:51]=4[CH:50]=3)=[CH:17][CH:16]=2)[C:8]2[CH:13]=[CH:12][CH:11]=[CH:10][CH:9]=2)[CH:6]=[CH:5][CH:4]=[CH:3][CH:2]=1. Given the reactants [C:1]1([C:7](=[N:14][C:15]2[CH:20]=[CH:19][CH:18]=[CH:17][C:16]=2N2C=C(C3(N)NC=NC4SC=CC3=4)N(C)C2)[C:8]2[CH:13]=[CH:12][CH:11]=[CH:10][CH:9]=2)[CH:6]=[CH:5][CH:4]=[CH:3][CH:2]=1.IC1C=CC([C:44]2[N:45]=[CH:46][N:47]([CH3:59])[C:48]=2[C:49]2[S:58][C:52]3[N:53]=[CH:54][N:55]=[C:56]([NH2:57])[C:51]=3[CH:50]=2)=CC=1, predict the reaction product. (6) Given the reactants [H-].[Na+].[F:3][C:4]([F:8])([F:7])[CH2:5][OH:6].[Cl:9][C:10]1[C:11](Cl)=[N:12][CH:13]=[C:14]([CH:18]=1)[C:15]([OH:17])=[O:16].Cl, predict the reaction product. The product is: [Cl:9][C:10]1[C:11]([O:6][CH2:5][C:4]([F:8])([F:7])[F:3])=[N:12][CH:13]=[C:14]([CH:18]=1)[C:15]([OH:17])=[O:16]. (7) Given the reactants [F:1][C:2]1[CH:3]=[C:4]([S:8](Cl)(=[O:10])=[O:9])[CH:5]=[CH:6][CH:7]=1.C1OCCOCCOCCOCCOCCOC1.[F-:30].[K+].C([O-])(O)=O.[Na+], predict the reaction product. The product is: [F:1][C:2]1[CH:3]=[C:4]([S:8]([F:30])(=[O:10])=[O:9])[CH:5]=[CH:6][CH:7]=1. (8) Given the reactants [NH2:1][C:2]1[CH:7]=[CH:6][C:5]([CH2:8][C:9]([O:11]CC)=[O:10])=[CH:4][C:3]=1[OH:14].[C:15]1([CH3:24])[C:16]([N:21]=[C:22]=S)=[CH:17][CH:18]=[CH:19][CH:20]=1.C1(N=C=NC2CCCCC2)CCCCC1, predict the reaction product. The product is: [C:15]1([CH3:24])[CH:20]=[CH:19][CH:18]=[CH:17][C:16]=1[NH:21][C:22]1[O:14][C:3]2[CH:4]=[C:5]([CH2:8][C:9]([OH:11])=[O:10])[CH:6]=[CH:7][C:2]=2[N:1]=1.